Dataset: Full USPTO retrosynthesis dataset with 1.9M reactions from patents (1976-2016). Task: Predict the reactants needed to synthesize the given product. (1) Given the product [Cl:55][C:56]1[CH:57]=[C:58]([NH:63][NH:64][C:14](=[O:16])[CH:13]([C:6]2[C:7]3[C:12](=[CH:11][CH:10]=[CH:9][CH:8]=3)[C:3]([F:2])=[CH:4][CH:5]=2)[N:17]2[CH2:18][CH2:19][N:20]([CH3:23])[CH2:21][CH2:22]2)[CH:59]=[C:60]([Cl:62])[CH:61]=1, predict the reactants needed to synthesize it. The reactants are: Cl.[F:2][C:3]1[C:12]2[C:7](=[CH:8][CH:9]=[CH:10][CH:11]=2)[C:6]([CH:13]([N:17]2[CH2:22][CH2:21][N:20]([CH3:23])[CH2:19][CH2:18]2)[C:14]([OH:16])=O)=[CH:5][CH:4]=1.CCN(C(C)C)C(C)C.CN(C(ON1N=NC2C=CC=CC1=2)=[N+](C)C)C.[B-](F)(F)(F)F.[Cl:55][C:56]1[CH:57]=[C:58]([NH:63][NH2:64])[CH:59]=[C:60]([Cl:62])[CH:61]=1. (2) Given the product [C:30]1([C:29](=[N:28][CH:27]([C@H:12]([CH2:13][O:14][CH3:15])[CH2:16][CH:17]([CH3:22])[CH2:18][CH2:19][CH:20]=[CH2:21])[C:26]([O:25][CH2:23][CH3:24])=[O:42])[C:36]2[CH:41]=[CH:40][CH:39]=[CH:38][CH:37]=2)[CH:31]=[CH:32][CH:33]=[CH:34][CH:35]=1, predict the reactants needed to synthesize it. The reactants are: CC1C=CC(S(O[C@H:12]([CH2:16][CH:17]([CH3:22])[CH2:18][CH2:19][CH:20]=[CH2:21])[CH2:13][O:14][CH3:15])(=O)=O)=CC=1.[CH2:23]([O:25][C:26](=[O:42])[CH2:27][N:28]=[C:29]([C:36]1[CH:41]=[CH:40][CH:39]=[CH:38][CH:37]=1)[C:30]1[CH:35]=[CH:34][CH:33]=[CH:32][CH:31]=1)[CH3:24].CC([O-])(C)C.[K+]. (3) Given the product [CH3:25][NH+:10]([CH2:11][CH2:12][CH2:13][CH2:14][CH2:15][CH2:16][CH2:17][CH2:18][CH2:19][CH2:20][CH2:21][CH2:22][CH2:23][CH3:24])[CH2:9][CH2:8][CH2:7][C:6]([O-:26])=[O:5], predict the reactants needed to synthesize it. The reactants are: C([O:5][C:6](=[O:26])[CH2:7][CH2:8][CH2:9][NH+:10]([CH3:25])[CH2:11][CH2:12][CH2:13][CH2:14][CH2:15][CH2:16][CH2:17][CH2:18][CH2:19][CH2:20][CH2:21][CH2:22][CH2:23][CH3:24])(C)(C)C.